This data is from Catalyst prediction with 721,799 reactions and 888 catalyst types from USPTO. The task is: Predict which catalyst facilitates the given reaction. (1) Reactant: [CH3:1][O:2][C:3]1[CH:4]=[CH:5][C:6]([N+:23]([O-])=O)=[C:7]([S:9]([NH:12][C:13]2[CH:14]=[CH:15][CH:16]=[C:17]3[C:22]=2[N:21]=[CH:20][CH:19]=[CH:18]3)(=[O:11])=[O:10])[CH:8]=1.Cl[Sn]Cl. Product: [NH2:23][C:6]1[CH:5]=[CH:4][C:3]([O:2][CH3:1])=[CH:8][C:7]=1[S:9]([NH:12][C:13]1[CH:14]=[CH:15][CH:16]=[C:17]2[C:22]=1[N:21]=[CH:20][CH:19]=[CH:18]2)(=[O:11])=[O:10]. The catalyst class is: 422. (2) Reactant: [ClH:1].[F:2][C:3]1[CH:8]=[C:7]([CH3:9])[C:6]([C:10]2[C:11]([CH3:22])=[N:12][C:13]3[C:18]([CH:19]=2)=[CH:17][N:16]=[C:15]([NH:20][CH3:21])[CH:14]=3)=[CH:5][C:4]=1[NH:23][C:24]([NH:26][CH2:27][CH2:28][C:29]1[CH:34]=[CH:33][CH:32]=[CH:31][CH:30]=1)=[O:25]. Product: [ClH:1].[F:2][C:3]1[CH:8]=[C:7]([CH3:9])[C:6]([C:10]2[C:11]([CH3:22])=[N:12][C:13]3[C:18]([CH:19]=2)=[CH:17][N:16]=[C:15]([NH:20][CH3:21])[CH:14]=3)=[CH:5][C:4]=1[NH:23][C:24]([NH:26][CH2:27][CH2:28][C:29]1[CH:30]=[CH:31][CH:32]=[CH:33][CH:34]=1)=[O:25]. The catalyst class is: 23. (3) Reactant: [C:1]([O:5][C:6]([N:8]1[CH2:13][CH2:12][CH:11]([C:14]2[S:15][CH:16]=[C:17]([CH2:19]Cl)[N:18]=2)[CH2:10][CH2:9]1)=[O:7])([CH3:4])([CH3:3])[CH3:2].[N:21]1([C:26]2[CH:31]=[CH:30][C:29]([OH:32])=[CH:28][CH:27]=2)[CH:25]=[N:24][N:23]=[N:22]1.C([O-])([O-])=O.[Cs+].[Cs+]. Product: [N:21]1([C:26]2[CH:31]=[CH:30][C:29]([O:32][CH2:19][C:17]3[N:18]=[C:14]([CH:11]4[CH2:12][CH2:13][N:8]([C:6]([O:5][C:1]([CH3:4])([CH3:3])[CH3:2])=[O:7])[CH2:9][CH2:10]4)[S:15][CH:16]=3)=[CH:28][CH:27]=2)[CH:25]=[N:24][N:23]=[N:22]1. The catalyst class is: 10. (4) Reactant: [CH:1]1[CH:6]=[C:5]2[C:7](Br)=[CH:8][S:9][C:4]2=[CH:3][CH:2]=1.[Li]CCCC.[C:16](=[O:18])=[O:17]. Product: [S:9]1[CH:8]=[C:7]([C:16]([OH:18])=[O:17])[C:5]2[CH:6]=[CH:1][CH:2]=[CH:3][C:4]1=2. The catalyst class is: 28. (5) Reactant: [NH2:1][C:2]([CH3:7])([CH2:5][OH:6])[CH2:3][OH:4].P([O-])([O-])([O-])=O.[K+].[K+].[K+].Cl[C:17]1[N:22]=[CH:21][C:20]([C:23]2[CH:24]=[C:25]([NH:30][C:31]3[N:36]=[C:35]([C:37]([F:40])([F:39])[F:38])[CH:34]=[CH:33][N:32]=3)[CH:26]=[C:27]([CH3:29])[CH:28]=2)=[CH:19][N:18]=1. Product: [CH3:7][C:2]([NH:1][C:17]1[N:22]=[CH:21][C:20]([C:23]2[CH:24]=[C:25]([NH:30][C:31]3[N:36]=[C:35]([C:37]([F:40])([F:39])[F:38])[CH:34]=[CH:33][N:32]=3)[CH:26]=[C:27]([CH3:29])[CH:28]=2)=[CH:19][N:18]=1)([CH2:5][OH:6])[CH2:3][OH:4]. The catalyst class is: 16.